Dataset: Full USPTO retrosynthesis dataset with 1.9M reactions from patents (1976-2016). Task: Predict the reactants needed to synthesize the given product. (1) Given the product [CH2:9]([NH:11][C:12]([C:14]1[C:18]([Br:1])=[C:17]([C:19]2[CH:24]=[C:23]([CH2:25][CH2:26][C:27]3[CH:32]=[CH:31][CH:30]=[CH:29][CH:28]=3)[C:22]([O:33][CH2:34][C:35]3[CH:36]=[CH:37][CH:38]=[CH:39][CH:40]=3)=[CH:21][C:20]=2[O:41][CH2:42][C:43]2[CH:48]=[CH:47][CH:46]=[CH:45][CH:44]=2)[O:16][N:15]=1)=[O:13])[CH3:10], predict the reactants needed to synthesize it. The reactants are: [Br:1]N1C(=O)CCC1=O.[CH2:9]([NH:11][C:12]([C:14]1[CH:18]=[C:17]([C:19]2[CH:24]=[C:23]([CH2:25][CH2:26][C:27]3[CH:32]=[CH:31][CH:30]=[CH:29][CH:28]=3)[C:22]([O:33][CH2:34][C:35]3[CH:40]=[CH:39][CH:38]=[CH:37][CH:36]=3)=[CH:21][C:20]=2[O:41][CH2:42][C:43]2[CH:48]=[CH:47][CH:46]=[CH:45][CH:44]=2)[O:16][N:15]=1)=[O:13])[CH3:10]. (2) The reactants are: Br[C:2]1[CH:3]=[C:4]([O:9][CH2:10][C:11]2[C:16]([Cl:17])=[CH:15][CH:14]=[C:13]([F:18])[C:12]=2[Cl:19])[C:5]([NH2:8])=[N:6][CH:7]=1.[CH3:20][Si:21]([C:24]#[CH:25])([CH3:23])[CH3:22].[CH2:26](N(CC)CC)C.O. Given the product [CH3:20][Si:21]([C:24]#[C:25][C:2]1[CH:3]=[C:4]([O:9][CH:10]([C:11]2[C:16]([Cl:17])=[CH:15][CH:14]=[C:13]([F:18])[C:12]=2[Cl:19])[CH3:26])[C:5]([NH2:8])=[N:6][CH:7]=1)([CH3:23])[CH3:22], predict the reactants needed to synthesize it. (3) Given the product [NH:7]1[C:15]2[C:10](=[CH:11][C:12]([NH:16][C:17]3[C:18]4[S:25][C:24]([C:26]5[CH:33]=[CH:32][C:29]([CH2:30][N:1]6[CH2:6][CH2:5][O:4][CH2:3][CH2:2]6)=[CH:28][CH:27]=5)=[CH:23][C:19]=4[N:20]=[CH:21][N:22]=3)=[CH:13][CH:14]=2)[CH:9]=[CH:8]1, predict the reactants needed to synthesize it. The reactants are: [NH:1]1[CH2:6][CH2:5][O:4][CH2:3][CH2:2]1.[NH:7]1[C:15]2[C:10](=[CH:11][C:12]([NH:16][C:17]3[C:18]4[S:25][C:24]([C:26]5[CH:33]=[CH:32][C:29]([CH:30]=O)=[CH:28][CH:27]=5)=[CH:23][C:19]=4[N:20]=[CH:21][N:22]=3)=[CH:13][CH:14]=2)[CH:9]=[CH:8]1. (4) Given the product [Cl:14][C:13]1[CH:12]=[CH:11][CH:10]=[C:6]2[C:5]=1[CH2:4][C:1](=[O:3])[N:19]([CH2:18][C:17]1[CH:20]=[CH:21][C:22]([CH3:24])=[CH:23][C:16]=1[CH3:15])[C:7]2=[O:9], predict the reactants needed to synthesize it. The reactants are: [C:1]([CH2:4][C:5]1[C:13]([Cl:14])=[CH:12][CH:11]=[CH:10][C:6]=1[C:7]([OH:9])=O)([OH:3])=O.[CH3:15][C:16]1[CH:23]=[C:22]([CH3:24])[CH:21]=[CH:20][C:17]=1[CH2:18][NH2:19].CC(C)=O.CO. (5) Given the product [F:30][C:2]([F:1])([F:29])[CH:3]1[CH2:4][CH2:5][CH:6]([O:9][C:10]2[CH:11]=[C:12]3[C:17](=[CH:18][CH:19]=2)[CH:16]=[C:15]([CH2:20][N:21]2[CH2:22][CH:23]([C:25]([OH:27])=[O:26])[CH2:24]2)[CH:14]=[CH:13]3)[CH2:7][CH2:8]1, predict the reactants needed to synthesize it. The reactants are: [F:1][C:2]([F:30])([F:29])[CH:3]1[CH2:8][CH2:7][CH:6]([O:9][C:10]2[CH:11]=[C:12]3[C:17](=[CH:18][CH:19]=2)[CH:16]=[C:15]([CH2:20][N:21]2[CH2:24][CH:23]([C:25]([O:27]C)=[O:26])[CH2:22]2)[CH:14]=[CH:13]3)[CH2:5][CH2:4]1.[OH-].[Na+].Cl. (6) Given the product [O:14]1[CH2:15][CH:16]=[C:17]([C:2]2[CH:9]=[CH:8][C:5]([C:6]#[N:7])=[CH:4][C:3]=2[C:10]([F:13])([F:12])[F:11])[CH2:18][CH2:19]1, predict the reactants needed to synthesize it. The reactants are: F[C:2]1[CH:9]=[CH:8][C:5]([C:6]#[N:7])=[CH:4][C:3]=1[C:10]([F:13])([F:12])[F:11].[O:14]1[CH2:19][CH:18]=[C:17](B2OC(C)(C)C(C)(C)O2)[CH2:16][CH2:15]1.C([O-])([O-])=O.[Na+].[Na+].[Li+].[Cl-]. (7) Given the product [CH3:16][O:15][C:13]([C:3]1[C:2]([OH:1])=[CH:11][C:10]2[C:5](=[CH:6][C:7]([O:12][CH2:17][C:18]3[CH:23]=[CH:22][CH:21]=[CH:20][CH:19]=3)=[CH:8][CH:9]=2)[CH:4]=1)=[O:14], predict the reactants needed to synthesize it. The reactants are: [OH:1][C:2]1[C:3]([C:13]([O:15][CH3:16])=[O:14])=[CH:4][C:5]2[C:10]([CH:11]=1)=[CH:9][CH:8]=[C:7]([OH:12])[CH:6]=2.[CH2:17](Cl)[C:18]1[CH:23]=[CH:22][CH:21]=[CH:20][CH:19]=1.[I-].[K+].C(=O)([O-])[O-].[K+].[K+]. (8) Given the product [C:1]([O:5][C:6](=[O:35])[CH2:7][CH2:8][C:9]1[CH:14]=[CH:13][C:12]([O:15][Si:16]([C:29]([CH3:32])([CH3:31])[CH3:30])([C:23]2[CH:28]=[CH:27][CH:26]=[CH:25][CH:24]=2)[C:17]2[CH:22]=[CH:21][CH:20]=[CH:19][CH:18]=2)=[CH:11][C:10]=1[CH2:33][Br:56])([CH3:4])([CH3:3])[CH3:2], predict the reactants needed to synthesize it. The reactants are: [C:1]([O:5][C:6](=[O:35])[CH2:7][CH2:8][C:9]1[CH:14]=[CH:13][C:12]([O:15][Si:16]([C:29]([CH3:32])([CH3:31])[CH3:30])([C:23]2[CH:28]=[CH:27][CH:26]=[CH:25][CH:24]=2)[C:17]2[CH:22]=[CH:21][CH:20]=[CH:19][CH:18]=2)=[CH:11][C:10]=1[CH2:33]O)([CH3:4])([CH3:3])[CH3:2].C1(P(C2C=CC=CC=2)C2C=CC=CC=2)C=CC=CC=1.C(Br)(Br)(Br)[Br:56].